From a dataset of Full USPTO retrosynthesis dataset with 1.9M reactions from patents (1976-2016). Predict the reactants needed to synthesize the given product. Given the product [CH3:20][C@@H:16]([NH:15][C:9]1[N:8]=[C:7]2[C:12]([N:13]=[C:5]([O:2][CH3:1])[N:6]2[CH:21]2[CH2:26][CH2:25][CH2:24][CH2:23][O:22]2)=[C:11]([NH2:14])[N:10]=1)[CH2:17][CH2:18][CH3:19], predict the reactants needed to synthesize it. The reactants are: [CH3:1][O-:2].[Na+].Br[C:5]1[N:6]([CH:21]2[CH2:26][CH2:25][CH2:24][CH2:23][O:22]2)[C:7]2[C:12]([N:13]=1)=[C:11]([NH2:14])[N:10]=[C:9]([NH:15][C@H:16]([CH3:20])[CH2:17][CH2:18][CH3:19])[N:8]=2.